This data is from Reaction yield outcomes from USPTO patents with 853,638 reactions. The task is: Predict the reaction yield, written as a fraction of the theoretical maximum amount of product (1.0 means a 100% yield; for example, 0.34 means a 34% yield). (1) The reactants are [F:1][C:2]1[CH:3]=[C:4](B(O)O)[CH:5]=[CH:6][CH:7]=1.[NH2:11][C:12]1[N:13]=[C:14]([N:23]2[CH2:28][CH2:27][N:26]([C:29](=[O:39])[CH2:30][O:31][C:32]3[CH:37]=[CH:36][C:35]([Cl:38])=[CH:34][CH:33]=3)[CH2:25][CH2:24]2)[C:15]2[N:21]=[C:20](Cl)[CH:19]=[CH:18][C:16]=2[N:17]=1. No catalyst specified. The product is [NH2:11][C:12]1[N:13]=[C:14]([N:23]2[CH2:24][CH2:25][N:26]([C:29](=[O:39])[CH2:30][O:31][C:32]3[CH:37]=[CH:36][C:35]([Cl:38])=[CH:34][CH:33]=3)[CH2:27][CH2:28]2)[C:15]2[N:21]=[C:20]([C:4]3[CH:5]=[CH:6][CH:7]=[C:2]([F:1])[CH:3]=3)[CH:19]=[CH:18][C:16]=2[N:17]=1. The yield is 0.800. (2) The reactants are [OH:1][C:2]1[CH:9]=[CH:8][C:7]([S:10]([CH3:13])(=[O:12])=[O:11])=[CH:6][C:3]=1[CH:4]=O.[C:14]([O:18][CH2:19][C:20]1[CH:25]=[CH:24][CH:23]=[CH:22][CH:21]=1)(=[O:17])[CH:15]=[CH2:16].C1N2CCN(CC2)C1.CCOC(C)=O. The catalyst is C(Cl)Cl. The product is [CH3:13][S:10]([C:7]1[CH:6]=[C:3]2[C:2](=[CH:9][CH:8]=1)[O:1][CH2:16][C:15]([C:14]([O:18][CH2:19][C:20]1[CH:25]=[CH:24][CH:23]=[CH:22][CH:21]=1)=[O:17])=[CH:4]2)(=[O:12])=[O:11]. The yield is 0.430. (3) The reactants are [H-].[Na+].[CH2:3]([O:10][C:11]1[CH:16]=[CH:15][C:14]([OH:17])=[CH:13][C:12]=1[F:18])[C:4]1[CH:9]=[CH:8][CH:7]=[CH:6][CH:5]=1.I[CH2:20][CH3:21].[Cl-].[Na+]. The catalyst is CN(C)C=O. The product is [CH2:3]([O:10][C:11]1[CH:16]=[CH:15][C:14]([O:17][CH2:20][CH3:21])=[CH:13][C:12]=1[F:18])[C:4]1[CH:5]=[CH:6][CH:7]=[CH:8][CH:9]=1. The yield is 0.960. (4) The product is [Cl:5][C:6]1[CH:7]=[C:8]2[C:16](=[C:17]([N+:20]([O-:22])=[O:21])[C:18]=1[N:27]1[CH2:28][CH2:29][N:24]([CH3:23])[CH2:25][CH2:26]1)[NH:15][C:14]1[CH:13]=[N:12][CH:11]=[CH:10][C:9]2=1. The catalyst is O. The reactants are CS(C)=O.[Cl:5][C:6]1[CH:7]=[C:8]2[C:16](=[C:17]([N+:20]([O-:22])=[O:21])[C:18]=1F)[NH:15][C:14]1[CH:13]=[N:12][CH:11]=[CH:10][C:9]2=1.[CH3:23][N:24]1[CH2:29][CH2:28][NH:27][CH2:26][CH2:25]1.CCN(C(C)C)C(C)C. The yield is 0.910. (5) The reactants are [Si:1]([O:8][CH:9]1[C:14]([CH3:16])([CH3:15])[CH2:13][CH2:12][C:11]([C:17]2[C:21]([CH2:22][N:23]([CH3:35])[CH2:24][CH2:25][N:26]([CH3:34])[C:27](=[O:33])[O:28][C:29]([CH3:32])([CH3:31])[CH3:30])=[CH:20][N:19]([CH:36]3[CH2:41][CH2:40][CH2:39][CH2:38][O:37]3)[N:18]=2)=[CH:10]1)([C:4]([CH3:7])([CH3:6])[CH3:5])([CH3:3])[CH3:2]. The catalyst is CCO.[Pd]. The product is [Si:1]([O:8][CH:9]1[C:14]([CH3:15])([CH3:16])[CH2:13][CH2:12][CH:11]([C:17]2[C:21]([CH2:22][N:23]([CH3:35])[CH2:24][CH2:25][N:26]([CH3:34])[C:27](=[O:33])[O:28][C:29]([CH3:30])([CH3:31])[CH3:32])=[CH:20][N:19]([CH:36]3[CH2:41][CH2:40][CH2:39][CH2:38][O:37]3)[N:18]=2)[CH2:10]1)([C:4]([CH3:5])([CH3:6])[CH3:7])([CH3:3])[CH3:2]. The yield is 0.400. (6) The reactants are [F:1][C:2]1[CH:7]=[C:6]([CH2:8][C:9]2[C:10](=[O:28])[N:11]([C@H:21]3[CH2:26][CH2:25][C@H:24]([OH:27])[CH2:23][CH2:22]3)[C:12]3[N:13]([N:18]=[CH:19][CH:20]=3)[C:14]=2[CH2:15][CH2:16][CH3:17])[CH:5]=[CH:4][C:3]=1[C:29]1[C:30]([C:35]#[N:36])=[CH:31][CH:32]=[CH:33][CH:34]=1.[N+](=[CH:39][C:40]([O:42][CH2:43][CH3:44])=[O:41])=[N-].C(OCC)(=O)C.O. The catalyst is C1(C)C=CC=CC=1.C([O-])(=O)C.[Rh+3].C([O-])(=O)C.C([O-])(=O)C. The product is [C:35]([C:30]1[CH:31]=[CH:32][CH:33]=[CH:34][C:29]=1[C:3]1[CH:4]=[CH:5][C:6]([CH2:8][C:9]2[C:10](=[O:28])[N:11]([C@H:21]3[CH2:26][CH2:25][C@H:24]([O:27][CH2:39][C:40]([O:42][CH2:43][CH3:44])=[O:41])[CH2:23][CH2:22]3)[C:12]3[N:13]([N:18]=[CH:19][CH:20]=3)[C:14]=2[CH2:15][CH2:16][CH3:17])=[CH:7][C:2]=1[F:1])#[N:36]. The yield is 0.580. (7) The reactants are [Br:1][C:2]1[CH:3]=[C:4]([C:14]([OH:16])=O)[C:5]2[CH:6]=[N:7][N:8]([CH:11]([CH3:13])[CH3:12])[C:9]=2[CH:10]=1.[NH2:17][CH2:18][C:19]1[C:20](=[O:27])[NH:21][C:22]([CH3:26])=[CH:23][C:24]=1[CH3:25].ON1C2N=CC=CC=2N=N1.C(Cl)CCl.CN1CCOCC1. The catalyst is CS(C)=O.O. The product is [Br:1][C:2]1[CH:3]=[C:4]([C:14]([NH:17][CH2:18][C:19]2[C:20](=[O:27])[NH:21][C:22]([CH3:26])=[CH:23][C:24]=2[CH3:25])=[O:16])[C:5]2[CH:6]=[N:7][N:8]([CH:11]([CH3:12])[CH3:13])[C:9]=2[CH:10]=1. The yield is 0.850. (8) The reactants are C[O:2][C:3](=[O:25])[CH:4]([N:11]1[C:16](=[O:17])[CH:15]=[C:14]([O:18][C:19]2[CH:24]=[CH:23][CH:22]=[CH:21][CH:20]=2)[CH:13]=[N:12]1)[CH2:5][CH:6]1[CH2:10][CH2:9][CH2:8][CH2:7]1.[OH-].[Na+].O.Cl. The catalyst is CO. The product is [CH:6]1([CH2:5][CH:4]([N:11]2[C:16](=[O:17])[CH:15]=[C:14]([O:18][C:19]3[CH:24]=[CH:23][CH:22]=[CH:21][CH:20]=3)[CH:13]=[N:12]2)[C:3]([OH:25])=[O:2])[CH2:10][CH2:9][CH2:8][CH2:7]1. The yield is 0.980.